From a dataset of Retrosynthesis with 50K atom-mapped reactions and 10 reaction types from USPTO. Predict the reactants needed to synthesize the given product. (1) Given the product CC(C)(C)OC(=O)c1ccc(N(CCN2CCOCC2)S(C)(=O)=O)s1, predict the reactants needed to synthesize it. The reactants are: CC(C)(C)OC(=O)c1ccc(N(S(C)(=O)=O)S(C)(=O)=O)s1.ClCCN1CCOCC1. (2) Given the product COC(=O)C1C=CCN2C(=O)C(C)(CCOS(C)(=O)=O)C(=O)N12, predict the reactants needed to synthesize it. The reactants are: COC(=O)C1C=CCN2C(=O)C(C)(CCO)C(=O)N12.CS(=O)(=O)Cl. (3) Given the product CCN1CCN(C(=O)c2ccc(NC(=O)Nc3ccc(-c4nc(N5CCOCC5)c5ccn(CC)c5n4)cc3)cc2)CC1, predict the reactants needed to synthesize it. The reactants are: CCN1CCNCC1.CCn1ccc2c(N3CCOCC3)nc(-c3ccc(NC(=O)Nc4ccc(C(=O)O)cc4)cc3)nc21. (4) Given the product Cc1cc(C)c(NC(=O)[C@H](Cc2cnc[nH]2)NC(=O)[C@H]2O[C@@H]2C(=O)O)c(C)c1, predict the reactants needed to synthesize it. The reactants are: CCOC(=O)[C@H]1O[C@@H]1C(=O)N[C@@H](Cc1cnc[nH]1)C(=O)Nc1c(C)cc(C)cc1C. (5) Given the product Cc1cc(C(=O)N[C@@H](CCc2nnn[nH]2)c2nc3cc(Cl)ccc3[nH]2)ccc1C(=O)N1CCCC1, predict the reactants needed to synthesize it. The reactants are: Cc1cc(C(=O)O)ccc1C(=O)N1CCCC1.N[C@@H](CCc1nnn[nH]1)c1nc2cc(Cl)ccc2[nH]1. (6) The reactants are: O=C1CC2COCC1N2.O=[N+]([O-])c1ccccc1S(=O)(=O)Cl. Given the product O=C1CC2COCC1N2S(=O)(=O)c1ccccc1[N+](=O)[O-], predict the reactants needed to synthesize it. (7) Given the product Cc1cc(OCc2ccc(F)cc2)cc(C)c1[N+](=O)[O-], predict the reactants needed to synthesize it. The reactants are: Cc1cc(O)cc(C)c1[N+](=O)[O-].Fc1ccc(CCl)cc1.